This data is from Forward reaction prediction with 1.9M reactions from USPTO patents (1976-2016). The task is: Predict the product of the given reaction. Given the reactants [O:1]=[C:2]1[C:11]2[C:6](=[CH:7][C:8]([O:12][CH2:13][C@@H:14]3[CH2:18][CH2:17][CH2:16][O:15]3)=[CH:9][CH:10]=2)[CH2:5][CH2:4][N:3]1[C@H:19]1[CH2:28][CH2:27][C:26]2[CH:25]=[C:24]([CH:29]=O)[CH:23]=[CH:22][C:21]=2[CH2:20]1.[NH:31]1[CH2:35][CH2:34][CH2:33][CH2:32]1, predict the reaction product. The product is: [N:31]1([CH2:29][C:24]2[CH:25]=[C:26]3[C:21](=[CH:22][CH:23]=2)[CH2:20][C@@H:19]([N:3]2[CH2:4][CH2:5][C:6]4[C:11](=[CH:10][CH:9]=[C:8]([O:12][CH2:13][C@@H:14]5[CH2:18][CH2:17][CH2:16][O:15]5)[CH:7]=4)[C:2]2=[O:1])[CH2:28][CH2:27]3)[CH2:35][CH2:34][CH2:33][CH2:32]1.